Dataset: Forward reaction prediction with 1.9M reactions from USPTO patents (1976-2016). Task: Predict the product of the given reaction. (1) Given the reactants I[C@@H:2]1[CH2:6][N:5]([C:7]([O:9][C:10]([CH3:13])([CH3:12])[CH3:11])=[O:8])[C@H:4]([C:14]([O:16][CH3:17])=[O:15])[CH2:3]1.N12CCCN=C1CCCCC2, predict the reaction product. The product is: [N:5]1([C:7]([O:9][C:10]([CH3:13])([CH3:12])[CH3:11])=[O:8])[CH:6]=[CH:2][CH2:3][C@H:4]1[C:14]([O:16][CH3:17])=[O:15].[N:5]1([C:7]([O:9][C:10]([CH3:13])([CH3:12])[CH3:11])=[O:8])[CH2:6][CH:2]=[CH:3][C@H:4]1[C:14]([O:16][CH3:17])=[O:15]. (2) Given the reactants [C:9](O[C:9]([O:11][C:12]([CH3:15])([CH3:14])[CH3:13])=[O:10])([O:11][C:12]([CH3:15])([CH3:14])[CH3:13])=[O:10].[CH2:16]([NH:23][CH2:24][CH2:25][C:26]1[CH:31]=[CH:30][C:29]([OH:32])=[CH:28][CH:27]=1)[C:17]1[CH:22]=[CH:21][CH:20]=[CH:19][CH:18]=1, predict the reaction product. The product is: [C:12]([O:11][C:9](=[O:10])[N:23]([CH2:16][C:17]1[CH:22]=[CH:21][CH:20]=[CH:19][CH:18]=1)[CH2:24][CH2:25][C:26]1[CH:31]=[CH:30][C:29]([OH:32])=[CH:28][CH:27]=1)([CH3:13])([CH3:14])[CH3:15]. (3) Given the reactants [CH3:1][O:2][C:3]1[CH:8]=[C:7]([CH2:9][CH2:10][O:11][CH3:12])[C:6]([O:13][CH3:14])=[CH:5][C:4]=1[CH2:15][C@H:16]([NH:18]C(=O)C(F)(F)F)[CH3:17].[OH-].[Na+].[ClH:27], predict the reaction product. The product is: [ClH:27].[CH3:1][O:2][C:3]1[CH:8]=[C:7]([CH2:9][CH2:10][O:11][CH3:12])[C:6]([O:13][CH3:14])=[CH:5][C:4]=1[CH2:15][C@H:16]([NH2:18])[CH3:17].